This data is from Catalyst prediction with 721,799 reactions and 888 catalyst types from USPTO. The task is: Predict which catalyst facilitates the given reaction. (1) Reactant: [CH:1]1([CH:4]([C:10]2[N:15]=[C:14]3[O:16][CH:17]([C:20]4[CH:25]=[CH:24][C:23]([C:26]5[CH:31]=[C:30]([O:32][CH3:33])[CH:29]=[CH:28][C:27]=5[F:34])=[CH:22][CH:21]=4)[CH2:18][CH2:19][C:13]3=[CH:12][CH:11]=2)[CH2:5][C:6]([O:8]C)=[O:7])[CH2:3][CH2:2]1.[Li+].[OH-].[NH4+].[Cl-]. Product: [CH:1]1([CH:4]([C:10]2[N:15]=[C:14]3[O:16][CH:17]([C:20]4[CH:25]=[CH:24][C:23]([C:26]5[CH:31]=[C:30]([O:32][CH3:33])[CH:29]=[CH:28][C:27]=5[F:34])=[CH:22][CH:21]=4)[CH2:18][CH2:19][C:13]3=[CH:12][CH:11]=2)[CH2:5][C:6]([OH:8])=[O:7])[CH2:3][CH2:2]1. The catalyst class is: 200. (2) Reactant: [Cl:1][C:2]1[CH:21]=[CH:20][C:5]([CH2:6][CH:7]2[C:16]3[C:11](=[CH:12][CH:13]=[C:14]([O:17]C)[CH:15]=3)[CH2:10][CH2:9][CH:8]2[NH2:19])=[CH:4][CH:3]=1.ClC1C=C(C=CC=1Cl)CC1C2C(=CC=C(OC)C=2)CCC1N.[OH-].[Na+]. Product: [NH2:19][CH:8]1[CH:7]([CH2:6][C:5]2[CH:4]=[CH:3][C:2]([Cl:1])=[CH:21][CH:20]=2)[C:16]2[CH:15]=[C:14]([OH:17])[CH:13]=[CH:12][C:11]=2[CH2:10][CH2:9]1. The catalyst class is: 4. (3) The catalyst class is: 8. Reactant: [C:1]([C:3]1[CH:11]=[CH:10][C:6]([C:7]([OH:9])=[O:8])=[CH:5][CH:4]=1)#[N:2].[NH:12]1[CH2:16][CH2:15][CH2:14][CH2:13]1.[ClH:17].O1CCOCC1. Product: [ClH:17].[NH:2]=[C:1]([N:12]1[CH2:16][CH2:15][CH2:14][CH2:13]1)[C:3]1[CH:11]=[CH:10][C:6]([C:7]([OH:9])=[O:8])=[CH:5][CH:4]=1. (4) Reactant: [F:1][C:2]([F:38])([F:37])[C:3]1[CH:4]=[C:5]([C@H:13]([O:15][C@H:16]2[CH2:24][N:23]3[C@@H:18]([CH2:19][CH:20]([C:26]([OH:29])([CH3:28])[CH3:27])[CH2:21][C:22]3=O)[C@@H:17]2[C:30]2[CH:35]=[CH:34][C:33]([F:36])=[CH:32][CH:31]=2)[CH3:14])[CH:6]=[C:7]([C:9]([F:12])([F:11])[F:10])[CH:8]=1. Product: [F:38][C:2]([F:1])([F:37])[C:3]1[CH:4]=[C:5]([C@H:13]([O:15][C@H:16]2[CH2:24][N:23]3[C@@H:18]([CH2:19][CH:20]([C:26]([OH:29])([CH3:28])[CH3:27])[CH2:21][CH2:22]3)[C@@H:17]2[C:30]2[CH:35]=[CH:34][C:33]([F:36])=[CH:32][CH:31]=2)[CH3:14])[CH:6]=[C:7]([C:9]([F:12])([F:10])[F:11])[CH:8]=1. The catalyst class is: 219.